Dataset: Forward reaction prediction with 1.9M reactions from USPTO patents (1976-2016). Task: Predict the product of the given reaction. (1) Given the reactants Cl[C:2]1[N:3]=[C:4]([N:11]2[CH2:16][CH2:15][O:14][CH2:13][CH2:12]2)[C:5]2[CH:10]=[CH:9][NH:8][C:6]=2[N:7]=1.[OH:17][CH2:18][C:19]1[CH:20]=[C:21](B(O)O)[CH:22]=[CH:23][CH:24]=1.C(=O)(O)[O-].[Na+], predict the reaction product. The product is: [N:11]1([C:4]2[C:5]3[CH:10]=[CH:9][NH:8][C:6]=3[N:7]=[C:2]([C:23]3[CH:24]=[C:19]([CH2:18][OH:17])[CH:20]=[CH:21][CH:22]=3)[N:3]=2)[CH2:16][CH2:15][O:14][CH2:13][CH2:12]1. (2) The product is: [Cl:15][C:4]1[N:3]=[C:2]2[NH:17][N:18]=[C:8]([C:10]3[NH:11][CH:12]=[CH:13][CH:14]=3)[C:7]2=[CH:6][CH:5]=1. Given the reactants Cl[C:2]1[C:7]([C:8]([C:10]2[NH:11][CH:12]=[CH:13][CH:14]=2)=O)=[CH:6][CH:5]=[C:4]([Cl:15])[N:3]=1.O.[NH2:17][NH2:18], predict the reaction product. (3) Given the reactants [CH2:1]([NH2:5])[CH2:2][CH2:3][CH3:4].[CH:6]1([N:12]=[C:13]=[N:14][CH:15]2[CH2:20][CH2:19][CH2:18][CH2:17][CH2:16]2)[CH2:11][CH2:10][CH2:9][CH2:8][CH2:7]1, predict the reaction product. The product is: [CH2:1]([NH:5][C:13]([NH:14][CH:15]1[CH2:20][CH2:19][CH2:18][CH2:17][CH2:16]1)=[N:12][CH:6]1[CH2:11][CH2:10][CH2:9][CH2:8][CH2:7]1)[CH2:2][CH2:3][CH3:4]. (4) Given the reactants Br[C:2]1[N:7]=[CH:6][C:5]([CH2:8][N:9]2[C:18]3[CH:17]=[CH:16][CH:15]=[CH:14][C:13]=3[C:12]3=[N:19][N:20]([C:23]4[CH:28]=[CH:27][CH:26]=[CH:25][C:24]=4[CH3:29])[C:21](=[O:22])[C:11]3=[N:10]2)=[CH:4][CH:3]=1.[NH:30]1[CH:34]=[CH:33][N:32]=[CH:31]1.CN[C@@H]1CCCC[C@H]1NC.P([O-])([O-])([O-])=O.[K+].[K+].[K+], predict the reaction product. The product is: [N:30]1([C:2]2[N:7]=[CH:6][C:5]([CH2:8][N:9]3[C:18]4[CH:17]=[CH:16][CH:15]=[CH:14][C:13]=4[C:12]4=[N:19][N:20]([C:23]5[CH:28]=[CH:27][CH:26]=[CH:25][C:24]=5[CH3:29])[C:21](=[O:22])[C:11]4=[N:10]3)=[CH:4][CH:3]=2)[CH:34]=[CH:33][N:32]=[CH:31]1. (5) Given the reactants [F:1][C:2]([F:24])([F:23])[C:3]([C:9]1[CH:14]=[CH:13][C:12]([C:15]2[CH:20]=[CH:19][C:18]([CH:21]=O)=[CH:17][CH:16]=2)=[CH:11][CH:10]=1)([OH:8])[C:4]([F:7])([F:6])[F:5].[N:25]1[CH:30]=[CH:29][C:28]([N:31]2[CH2:36][CH2:35][NH:34][CH2:33][CH2:32]2)=[CH:27][CH:26]=1.C(=O)C1C=CN=CC=1, predict the reaction product. The product is: [F:1][C:2]([F:24])([F:23])[C:3]([C:9]1[CH:14]=[CH:13][C:12]([C:15]2[CH:20]=[CH:19][C:18]([CH2:21][N:34]3[CH2:35][CH2:36][N:31]([C:28]4[CH:29]=[CH:30][N:25]=[CH:26][CH:27]=4)[CH2:32][CH2:33]3)=[CH:17][CH:16]=2)=[CH:11][CH:10]=1)([OH:8])[C:4]([F:7])([F:6])[F:5]. (6) Given the reactants Cl[C:2]1[CH:11]=[CH:10][N:9]=[C:8]2[C:3]=1[C:4]1[CH:16]=[CH:15][C:14]([O:17][CH2:18][CH2:19][N:20]3[CH2:25][CH2:24][O:23][CH2:22][CH2:21]3)=[CH:13][C:5]=1[C:6](=[O:12])[NH:7]2.[Cl:26][C:27]1[CH:35]=[CH:34][C:30]2[O:31][CH2:32][O:33][C:29]=2[C:28]=1[NH2:36], predict the reaction product. The product is: [Cl:26][C:27]1[CH:35]=[CH:34][C:30]2[O:31][CH2:32][O:33][C:29]=2[C:28]=1[NH:36][C:2]1[CH:11]=[CH:10][N:9]=[C:8]2[C:3]=1[C:4]1[CH:16]=[CH:15][C:14]([O:17][CH2:18][CH2:19][N:20]3[CH2:25][CH2:24][O:23][CH2:22][CH2:21]3)=[CH:13][C:5]=1[C:6](=[O:12])[NH:7]2. (7) Given the reactants [F:1][C:2]([F:8])([CH:5]([F:7])[F:6])[CH2:3][OH:4].[F:9][C:10]([F:25])([S:21](F)(=[O:23])=[O:22])[C:11]([F:20])([F:19])[C:12]([F:18])([F:17])[C:13]([F:16])([F:15])[F:14].[OH-].[K+], predict the reaction product. The product is: [F:25][C:10]([F:9])([S:21]([O:4][CH2:3][C:2]([F:8])([F:1])[CH:5]([F:7])[F:6])(=[O:23])=[O:22])[C:11]([F:19])([F:20])[C:12]([F:18])([F:17])[C:13]([F:16])([F:15])[F:14]. (8) Given the reactants [Br:1][C:2]1[CH:7]=[CH:6][C:5]([C@H:8]2[CH2:19][CH2:18][C@@:10]3([NH:14]C(=O)N(C)[C:11]3=[O:17])[CH2:9]2)=[CH:4][CH:3]=1.[OH-].[Na+].[O:22]1CCOCC1.Cl, predict the reaction product. The product is: [NH2:14][C@:10]1([C:11]([OH:22])=[O:17])[CH2:18][CH2:19][C@H:8]([C:5]2[CH:6]=[CH:7][C:2]([Br:1])=[CH:3][CH:4]=2)[CH2:9]1. (9) Given the reactants ClC(Cl)(Cl)C[O:4][C:5](=O)[NH:6][C:7]1[CH:12]=[CH:11][C:10]([S:13][C:14]2[CH:19]=[CH:18][C:17]([C:20](=[O:29])[NH:21][C:22]3[CH:27]=[CH:26][C:25]([Br:28])=[CH:24][N:23]=3)=[CH:16][C:15]=2[NH:30][C:31]2[C:32]3[CH:40]=[CH:39][C:38]([CH:41]([CH3:43])[CH3:42])=[N:37][C:33]=3[N:34]=[CH:35][N:36]=2)=[CH:9][CH:8]=1.[CH3:47][C@@H:48]([NH2:55])[C:49]1[CH:54]=[CH:53][CH:52]=[CH:51][CH:50]=1.[O:56]1CCCC1, predict the reaction product. The product is: [C:20]([O-:29])(=[O:56])[CH3:17].[NH4+:6].[Br:28][C:25]1[CH:26]=[CH:27][C:22]([NH:21][C:20](=[O:29])[C:17]2[CH:18]=[CH:19][C:14]([S:13][C:10]3[CH:9]=[CH:8][C:7]([NH:6][C:5]([NH:55][C@@H:48]([C:49]4[CH:54]=[CH:53][CH:52]=[CH:51][CH:50]=4)[CH3:47])=[O:4])=[CH:12][CH:11]=3)=[C:15]([NH:30][C:31]3[C:32]4[CH:40]=[CH:39][C:38]([CH:41]([CH3:43])[CH3:42])=[N:37][C:33]=4[N:34]=[CH:35][N:36]=3)[CH:16]=2)=[N:23][CH:24]=1. (10) The product is: [C:1]([NH:5][S:6]([C:9]1[CH:10]=[N:11][N:12]2[C:17]([NH:18][C:19]3[CH:24]=[C:23]([Cl:25])[CH:22]=[CH:21][C:20]=3[Cl:26])=[C:16]([C:27]([N:42]3[CH2:43][CH2:44][CH:39]([C:36]4[CH:35]=[CH:34][C:33]([F:32])=[CH:38][CH:37]=4)[CH2:40][CH2:41]3)=[O:29])[CH:15]=[N:14][C:13]=12)(=[O:7])=[O:8])([CH3:2])([CH3:4])[CH3:3]. Given the reactants [C:1]([NH:5][S:6]([C:9]1[CH:10]=[N:11][N:12]2[C:17]([NH:18][C:19]3[CH:24]=[C:23]([Cl:25])[CH:22]=[CH:21][C:20]=3[Cl:26])=[C:16]([C:27]([O:29]CC)=O)[CH:15]=[N:14][C:13]=12)(=[O:8])=[O:7])([CH3:4])([CH3:3])[CH3:2].[F:32][C:33]1[CH:38]=[CH:37][C:36]([CH:39]2[CH2:44][CH2:43][NH:42][CH2:41][CH2:40]2)=[CH:35][CH:34]=1, predict the reaction product.